This data is from Full USPTO retrosynthesis dataset with 1.9M reactions from patents (1976-2016). The task is: Predict the reactants needed to synthesize the given product. (1) Given the product [F:1][C:2]1[C:7]([CH2:8][N:9]2[CH:13]=[CH:12][C:11]([NH2:14])=[N:10]2)=[CH:6][CH:5]=[CH:4][N:3]=1, predict the reactants needed to synthesize it. The reactants are: [F:1][C:2]1[C:7]([CH2:8][N:9]2[CH:13]=[CH:12][C:11]([N:14]3C(=O)C4C(=CC=CC=4)C3=O)=[N:10]2)=[CH:6][CH:5]=[CH:4][N:3]=1.O.NN. (2) Given the product [Cl:22][CH:4]([C:6]1[CH:10]=[C:9]([C:11]2[CH:16]=[CH:15][CH:14]=[CH:13][CH:12]=2)[O:8][C:7]=1[CH3:17])[CH2:3][C:2]([CH3:19])([CH3:18])[CH3:1], predict the reactants needed to synthesize it. The reactants are: [CH3:1][C:2]([CH3:19])([CH3:18])[CH2:3][CH:4]([C:6]1[CH:10]=[C:9]([C:11]2[CH:16]=[CH:15][CH:14]=[CH:13][CH:12]=2)[O:8][C:7]=1[CH3:17])O.S(Cl)([Cl:22])=O.